This data is from Forward reaction prediction with 1.9M reactions from USPTO patents (1976-2016). The task is: Predict the product of the given reaction. (1) Given the reactants I[C:2]1[C:3]([NH2:14])=[CH:4][C:5]([N:8]2[CH2:13][CH2:12][O:11][CH2:10][CH2:9]2)=[N:6][CH:7]=1.[F:15][CH:16]([F:34])[O:17][C:18]1[CH:23]=[CH:22][C:21](B2OC(C)(C)C(C)(C)O2)=[CH:20][C:19]=1[F:33].C1(P(C2CCCCC2)C2CCCCC2)CCCCC1.[O-]P([O-])([O-])=O.[K+].[K+].[K+], predict the reaction product. The product is: [F:34][CH:16]([F:15])[O:17][C:18]1[CH:23]=[CH:22][C:21]([C:2]2[C:3]([NH2:14])=[CH:4][C:5]([N:8]3[CH2:13][CH2:12][O:11][CH2:10][CH2:9]3)=[N:6][CH:7]=2)=[CH:20][C:19]=1[F:33]. (2) Given the reactants S(Cl)(Cl)=O.[Cl:5][C:6]1[S:7][CH:8]=[C:9]([C:11]([OH:13])=[O:12])[N:10]=1.[CH3:14]O, predict the reaction product. The product is: [Cl:5][C:6]1[S:7][CH:8]=[C:9]([C:11]([O:13][CH3:14])=[O:12])[N:10]=1. (3) Given the reactants [C:1]([O:5][C:6]([NH:8][CH:9]([CH2:12][C:13]1[CH:18]=[CH:17][CH:16]=[C:15]([C:19]#[N:20])[CH:14]=1)[CH2:10][OH:11])=[O:7])([CH3:4])([CH3:3])[CH3:2].C1C=CC(P(C2C=CC=CC=2)C2C=CC=CC=2)=CC=1.[I:40][C:41]1[CH:46]=[CH:45][C:44](O)=[CH:43][CH:42]=1.CCOC(/N=N/C(OCC)=O)=O, predict the reaction product. The product is: [I:40][C:41]1[CH:46]=[CH:45][C:44]([O:11][CH2:10][CH:9]([NH:8][C:6]([O:5][C:1]([CH3:4])([CH3:2])[CH3:3])=[O:7])[CH2:12][C:13]2[CH:18]=[CH:17][CH:16]=[C:15]([C:19]#[N:20])[CH:14]=2)=[CH:43][CH:42]=1. (4) Given the reactants [H-].[Na+].[N+:3]([CH2:6][CH3:7])([O-:5])=[O:4].[O:8]=[C:9]1[CH2:12][N:11]([C:13]([O:15][C:16]([CH3:19])([CH3:18])[CH3:17])=[O:14])[CH2:10]1, predict the reaction product. The product is: [OH:8][C:9]1([CH:6]([N+:3]([O-:5])=[O:4])[CH3:7])[CH2:12][N:11]([C:13]([O:15][C:16]([CH3:19])([CH3:18])[CH3:17])=[O:14])[CH2:10]1. (5) Given the reactants [C:1]([O:5][C:6](=[O:21])[NH:7][CH2:8][CH2:9][CH2:10][CH2:11][NH:12][CH2:13][C:14]1[C:19]([CH3:20])=[CH:18][CH:17]=[CH:16][N:15]=1)([CH3:4])([CH3:3])[CH3:2].Cl.[CH3:23][O:24][C:25]1[C:26]([CH2:33]Cl)=[NH+:27][CH:28]=[CH:29][C:30]=1[O:31][CH3:32].[CH3:35]CN(C(C)C)C(C)C, predict the reaction product. The product is: [C:1]([O:5][C:6](=[O:21])[NH:7][CH2:8][CH2:9][CH2:10][CH2:11][N:12]([CH2:33][C:26]1[C:25]([O:24][CH3:23])=[C:30]([O:31][CH3:32])[CH:29]=[CH:28][N:27]=1)[CH2:13][C:14]1[C:19]([CH3:20])=[CH:18][C:17]([CH3:35])=[CH:16][N:15]=1)([CH3:4])([CH3:3])[CH3:2]. (6) Given the reactants Br[C:2]1[CH:3]=[CH:4][C:5]([O:13][CH2:14][C:15]2[CH:20]=[CH:19][C:18]([O:21][CH2:22][C:23]3[N:24]=[C:25]([C:29]4[CH:34]=[CH:33][CH:32]=[CH:31][CH:30]=4)[O:26][C:27]=3[CH3:28])=[CH:17][CH:16]=2)=[C:6]([CH2:8][C:9]([O:11][CH3:12])=[O:10])[CH:7]=1.[C:35]1(B(O)O)[CH:40]=[CH:39][CH:38]=[CH:37][CH:36]=1.CO.C1(C)C=CC=CC=1, predict the reaction product. The product is: [CH3:28][C:27]1[O:26][C:25]([C:29]2[CH:34]=[CH:33][CH:32]=[CH:31][CH:30]=2)=[N:24][C:23]=1[CH2:22][O:21][C:18]1[CH:19]=[CH:20][C:15]([CH2:14][O:13][C:5]2[CH:4]=[CH:3][C:2]([C:35]3[CH:40]=[CH:39][CH:38]=[CH:37][CH:36]=3)=[CH:7][C:6]=2[CH2:8][C:9]([O:11][CH3:12])=[O:10])=[CH:16][CH:17]=1.